Dataset: Full USPTO retrosynthesis dataset with 1.9M reactions from patents (1976-2016). Task: Predict the reactants needed to synthesize the given product. Given the product [Cl:26][C:23]1[CH:22]=[CH:21][C:20]([N:19]([C@H:12]2[C:13]3[C:18](=[CH:17][CH:16]=[CH:15][CH:14]=3)[N:9]([C:7](=[O:8])[C:6]3[CH:5]=[CH:4][C:3]([N:2]([CH3:1])[CH3:30])=[CH:29][CH:28]=3)[C@@H:10]([CH3:27])[CH2:11]2)[C:40](=[O:42])[CH3:41])=[CH:25][CH:24]=1, predict the reactants needed to synthesize it. The reactants are: [CH3:1][N:2]([CH3:30])[C:3]1[CH:29]=[CH:28][C:6]([C:7]([N:9]2[C:18]3[C:13](=[CH:14][CH:15]=[CH:16][CH:17]=3)[C@H:12]([NH:19][C:20]3[CH:25]=[CH:24][C:23]([Cl:26])=[CH:22][CH:21]=3)[CH2:11][C@@H:10]2[CH3:27])=[O:8])=[CH:5][CH:4]=1.C(N(C(C)C)CC)(C)C.[C:40](Cl)(=[O:42])[CH3:41].